This data is from Full USPTO retrosynthesis dataset with 1.9M reactions from patents (1976-2016). The task is: Predict the reactants needed to synthesize the given product. The reactants are: [NH2:1][C:2]1[C:11]2[CH:10]=[CH:9][CH:8]=[C:7](Br)[C:6]=2[N:5]=[C:4]2[CH2:13][N:14]([CH:17]3[CH2:20][CH2:19][CH2:18]3)[C:15](=[O:16])[C:3]=12.[C:21]([C:23]1[CH:28]=[CH:27][CH:26]=[CH:25][C:24]=1B(O)O)#[N:22]. Given the product [NH2:1][C:2]1[C:11]2[CH:10]=[CH:9][CH:8]=[C:7]([C:24]3[CH:25]=[CH:26][CH:27]=[CH:28][C:23]=3[C:21]#[N:22])[C:6]=2[N:5]=[C:4]2[CH2:13][N:14]([CH:17]3[CH2:20][CH2:19][CH2:18]3)[C:15](=[O:16])[C:3]=12, predict the reactants needed to synthesize it.